From a dataset of NCI-60 drug combinations with 297,098 pairs across 59 cell lines. Regression. Given two drug SMILES strings and cell line genomic features, predict the synergy score measuring deviation from expected non-interaction effect. (1) Drug 1: CCC1=C2CN3C(=CC4=C(C3=O)COC(=O)C4(CC)O)C2=NC5=C1C=C(C=C5)O. Drug 2: C1CC(=O)NC(=O)C1N2C(=O)C3=CC=CC=C3C2=O. Cell line: A498. Synergy scores: CSS=2.16, Synergy_ZIP=-2.83, Synergy_Bliss=-2.68, Synergy_Loewe=-15.7, Synergy_HSA=-5.21. (2) Drug 1: CC(CN1CC(=O)NC(=O)C1)N2CC(=O)NC(=O)C2. Drug 2: CC1=C(C(CCC1)(C)C)C=CC(=CC=CC(=CC(=O)O)C)C. Cell line: UACC62. Synergy scores: CSS=15.9, Synergy_ZIP=-7.28, Synergy_Bliss=-2.20, Synergy_Loewe=2.91, Synergy_HSA=3.02. (3) Drug 1: CCC(=C(C1=CC=CC=C1)C2=CC=C(C=C2)OCCN(C)C)C3=CC=CC=C3.C(C(=O)O)C(CC(=O)O)(C(=O)O)O. Drug 2: CC1=C(C(=CC=C1)Cl)NC(=O)C2=CN=C(S2)NC3=CC(=NC(=N3)C)N4CCN(CC4)CCO. Cell line: 786-0. Synergy scores: CSS=4.62, Synergy_ZIP=4.58, Synergy_Bliss=6.09, Synergy_Loewe=3.27, Synergy_HSA=3.65. (4) Drug 1: CN(C)N=NC1=C(NC=N1)C(=O)N. Drug 2: CC1=C2C(C(=O)C3(C(CC4C(C3C(C(C2(C)C)(CC1OC(=O)C(C(C5=CC=CC=C5)NC(=O)OC(C)(C)C)O)O)OC(=O)C6=CC=CC=C6)(CO4)OC(=O)C)O)C)O. Cell line: SK-MEL-28. Synergy scores: CSS=16.6, Synergy_ZIP=0.946, Synergy_Bliss=0.296, Synergy_Loewe=-32.0, Synergy_HSA=-1.50. (5) Drug 2: C1=NC2=C(N1)C(=S)N=CN2. Drug 1: COC1=CC(=CC(=C1O)OC)C2C3C(COC3=O)C(C4=CC5=C(C=C24)OCO5)OC6C(C(C7C(O6)COC(O7)C8=CC=CS8)O)O. Cell line: HOP-62. Synergy scores: CSS=21.6, Synergy_ZIP=-8.84, Synergy_Bliss=-14.4, Synergy_Loewe=-14.0, Synergy_HSA=-10.2. (6) Drug 1: CC1=CC2C(CCC3(C2CCC3(C(=O)C)OC(=O)C)C)C4(C1=CC(=O)CC4)C. Drug 2: CN(CCCl)CCCl.Cl. Cell line: DU-145. Synergy scores: CSS=3.08, Synergy_ZIP=-0.966, Synergy_Bliss=-1.51, Synergy_Loewe=-18.6, Synergy_HSA=-6.09. (7) Cell line: SK-MEL-5. Drug 2: C(CC(=O)O)C(=O)CN.Cl. Synergy scores: CSS=6.60, Synergy_ZIP=-1.34, Synergy_Bliss=-3.22, Synergy_Loewe=-3.76, Synergy_HSA=-3.66. Drug 1: CC1=C(C=C(C=C1)NC(=O)C2=CC=C(C=C2)CN3CCN(CC3)C)NC4=NC=CC(=N4)C5=CN=CC=C5. (8) Drug 1: C1=CC(=CC=C1CCCC(=O)O)N(CCCl)CCCl. Drug 2: CC1=C(C=C(C=C1)NC(=O)C2=CC=C(C=C2)CN3CCN(CC3)C)NC4=NC=CC(=N4)C5=CN=CC=C5. Cell line: DU-145. Synergy scores: CSS=36.3, Synergy_ZIP=5.40, Synergy_Bliss=2.51, Synergy_Loewe=-2.30, Synergy_HSA=-1.46.